From a dataset of Forward reaction prediction with 1.9M reactions from USPTO patents (1976-2016). Predict the product of the given reaction. (1) Given the reactants [O:1]=[C:2]1[CH2:11][CH2:10][C@@H:9]2[C@H:4]([CH2:5][C@@H:6]([C:16]([OH:18])=[O:17])[N:7]([C:12]([O:14][CH3:15])=[O:13])[CH2:8]2)[CH2:3]1.CCC(C)[BH-](C(C)CC)C(C)CC.[Li+], predict the reaction product. The product is: [OH:1][C@H:2]1[CH2:11][CH2:10][C@@H:9]2[C@H:4]([CH2:5][C@@H:6]([C:16]([OH:18])=[O:17])[N:7]([C:12]([O:14][CH3:15])=[O:13])[CH2:8]2)[CH2:3]1. (2) Given the reactants [F:1][C:2]([F:9])([F:8])[C:3]1[CH:7]=[CH:6][NH:5][N:4]=1.Cl[C:11]1[C:16]([Cl:17])=[CH:15][CH:14]=[CH:13][N:12]=1.CN(C)C=O.C(=O)([O-])[O-].[K+].[K+], predict the reaction product. The product is: [Cl:17][C:16]1[C:11]([N:5]2[CH:6]=[CH:7][C:3]([C:2]([F:9])([F:8])[F:1])=[N:4]2)=[N:12][CH:13]=[CH:14][CH:15]=1. (3) Given the reactants [C:1](Cl)(=[O:3])[CH3:2].[CH2:5]([C:7]1[CH:12]=[C:11]([CH2:13][N:14]2C=CN=C2C)[CH:10]=[CH:9][C:8]=1[N:20]([CH3:31])[C:21]1[N:26]=[CH:25][C:24]2[N:27]=[CH:28][N:29]([CH3:30])[C:23]=2[CH:22]=1)[CH3:6].C(N(CC)CC)C, predict the reaction product. The product is: [CH2:5]([C:7]1[CH:12]=[C:11]([CH:10]=[CH:9][C:8]=1[N:20]([CH3:31])[C:21]1[N:26]=[CH:25][C:24]2[N:27]=[CH:28][N:29]([CH3:30])[C:23]=2[CH:22]=1)[CH2:13][NH:14][C:1](=[O:3])[CH3:2])[CH3:6]. (4) The product is: [NH2:13][C:12]1[C:11]2[C:10]3[CH2:9][C:8]([CH3:15])([CH3:14])[CH2:7][CH2:6][C:5]=3[C:4]([N:16]3[CH2:17][CH2:18][N:19]([CH3:22])[CH2:20][CH2:21]3)=[N:3][C:2]=2[S:1][C:30]=1[C:31]([NH2:33])=[O:32]. Given the reactants [SH:1][C:2]1[N:3]=[C:4]([N:16]2[CH2:21][CH2:20][N:19]([CH3:22])[CH2:18][CH2:17]2)[C:5]2[CH2:6][CH2:7][C:8]([CH3:15])([CH3:14])[CH2:9][C:10]=2[C:11]=1[C:12]#[N:13].C(=O)([O-])[O-].[K+].[K+].Cl[CH2:30][C:31]([NH2:33])=[O:32], predict the reaction product.